From a dataset of Forward reaction prediction with 1.9M reactions from USPTO patents (1976-2016). Predict the product of the given reaction. (1) Given the reactants [Br:1][C:2]1[N:10]=[CH:9][CH:8]=[CH:7][C:3]=1[C:4]([OH:6])=O.CCN=C=NCCCN(C)C.[C:22]([C:26]1[CH:27]=[C:28]([CH:30]=[CH:31][CH:32]=1)[NH2:29])([CH3:25])([CH3:24])[CH3:23].C(=O)(O)[O-].[Na+], predict the reaction product. The product is: [Br:1][C:2]1[N:10]=[CH:9][CH:8]=[CH:7][C:3]=1[C:4]([NH:29][C:28]1[CH:30]=[CH:31][CH:32]=[C:26]([C:22]([CH3:25])([CH3:24])[CH3:23])[CH:27]=1)=[O:6]. (2) The product is: [NH2:8][CH:9]1[CH2:10][N:11]([C:13]2[C:14]3[C:38]([CH3:39])([CH3:40])[C:37](=[O:41])[NH:36][C:15]=3[N:16]=[C:17]([C:19]3[C:27]4[C:22](=[N:23][CH:24]=[CH:25][CH:26]=4)[N:21]([CH2:28][C:29]4[CH:34]=[CH:33][CH:32]=[CH:31][C:30]=4[F:35])[N:20]=3)[N:18]=2)[CH2:12]1. Given the reactants Cl.C(OC(=O)[NH:8][CH:9]1[CH2:12][N:11]([C:13]2[C:14]3[C:38]([CH3:40])([CH3:39])[C:37](=[O:41])[NH:36][C:15]=3[N:16]=[C:17]([C:19]3[C:27]4[C:22](=[N:23][CH:24]=[CH:25][CH:26]=4)[N:21]([CH2:28][C:29]4[CH:34]=[CH:33][CH:32]=[CH:31][C:30]=4[F:35])[N:20]=3)[N:18]=2)[CH2:10]1)(C)(C)C, predict the reaction product.